This data is from TCR-epitope binding with 47,182 pairs between 192 epitopes and 23,139 TCRs. The task is: Binary Classification. Given a T-cell receptor sequence (or CDR3 region) and an epitope sequence, predict whether binding occurs between them. (1) The TCR CDR3 sequence is CSVEGRSGGSYNEQFF. The epitope is TPINLVRDL. Result: 1 (the TCR binds to the epitope). (2) The epitope is EPLPQGQLTAY. The TCR CDR3 sequence is CASRPPGANVLTF. Result: 1 (the TCR binds to the epitope). (3) The epitope is AVFDRKSDAK. The TCR CDR3 sequence is CASSPGGLAGADTQYF. Result: 1 (the TCR binds to the epitope). (4) The epitope is NLVPMVATV. The TCR CDR3 sequence is CASSSGSYYEQYF. Result: 1 (the TCR binds to the epitope). (5) The epitope is YYRRATRRIR. The TCR CDR3 sequence is CASSSDGNQETQYF. Result: 1 (the TCR binds to the epitope). (6) The epitope is DPFRLLQNSQVFS. The TCR CDR3 sequence is CASSLARSNTEAFF. Result: 1 (the TCR binds to the epitope). (7) Result: 1 (the TCR binds to the epitope). The epitope is VLAWLYAAV. The TCR CDR3 sequence is CASSQGDNQETQYF.